From a dataset of Reaction yield outcomes from USPTO patents with 853,638 reactions. Predict the reaction yield, written as a fraction of the theoretical maximum amount of product (1.0 means a 100% yield; for example, 0.34 means a 34% yield). (1) The reactants are [Cl:1][C:2]1[CH:10]=[C:9]([Br:11])[CH:8]=[CH:7][C:3]=1[C:4]([OH:6])=O.[CH2:12]([O:14][CH:15]([O:18][CH2:19][CH3:20])[CH2:16][NH2:17])[CH3:13].CCN=C=NCCCN(C)C. The catalyst is C(Cl)Cl. The product is [Br:11][C:9]1[CH:8]=[CH:7][C:3]([C:4]([NH:17][CH2:16][CH:15]([O:18][CH2:19][CH3:20])[O:14][CH2:12][CH3:13])=[O:6])=[C:2]([Cl:1])[CH:10]=1. The yield is 1.00. (2) The reactants are [C:1]([O:8][CH3:9])(=[O:7])/[CH:2]=[CH:3]/[C:4]([OH:6])=[O:5].Cl[CH2:11][CH2:12][O:13][C:14]([O:16][CH2:17][CH3:18])=[O:15]. The catalyst is CN1C(=O)CCC1. The product is [C:4]([O:6][CH2:11][CH2:12][O:13][C:14]([O:16][CH2:17][CH3:18])=[O:15])(=[O:5])/[CH:3]=[CH:2]/[C:1]([O:8][CH3:9])=[O:7]. The yield is 0.850. (3) The catalyst is CO. The reactants are C[O:2][C:3]([C:5]1[CH:23]=[CH:22][C:8]([C:9]([NH:11][C:12]2[CH:13]=[C:14]3[C:18](=[CH:19][CH:20]=2)[NH:17][C:16](=[O:21])[CH2:15]3)=[O:10])=[CH:7][CH:6]=1)=[O:4].[OH-].[Na+]. The product is [C:3]([C:5]1[CH:6]=[CH:7][C:8]([C:9]([NH:11][C:12]2[CH:13]=[C:14]3[C:18](=[CH:19][CH:20]=2)[NH:17][C:16](=[O:21])[CH2:15]3)=[O:10])=[CH:22][CH:23]=1)([OH:4])=[O:2]. The yield is 0.870. (4) The reactants are [Cl:1][C:2]1[CH:10]=[C:9]2[C:5]([CH:6]=[CH:7][NH:8]2)=[CH:4][CH:3]=1.[F:11][C:12]([F:23])([F:22])[C:13](O[C:13](=[O:14])[C:12]([F:23])([F:22])[F:11])=[O:14].O. The catalyst is O1CCCC1. The product is [Cl:1][C:2]1[CH:10]=[C:9]2[C:5]([C:6]([C:13](=[O:14])[C:12]([F:23])([F:22])[F:11])=[CH:7][NH:8]2)=[CH:4][CH:3]=1. The yield is 0.930. (5) The reactants are C([O:3][C:4]([C:6]1[CH:10]=[C:9]([C:11]2[N:15]3[C:16]4[C:21]([N:22]=[C:23]([NH:24][CH2:25][CH2:26][CH2:27][OH:28])[C:14]3=[N:13][CH:12]=2)=[CH:20][C:19]([C:29]([F:32])([F:31])[F:30])=[CH:18][CH:17]=4)[NH:8][N:7]=1)=O)C.[H-].[H-].[H-].[H-].[Li+].[Al+3].O1CCOCC1. The catalyst is C1COCC1. The product is [OH:3][CH2:4][C:6]1[CH:10]=[C:9]([C:11]2[N:15]3[C:16]4[C:21]([N:22]=[C:23]([NH:24][CH2:25][CH2:26][CH2:27][OH:28])[C:14]3=[N:13][CH:12]=2)=[CH:20][C:19]([C:29]([F:30])([F:32])[F:31])=[CH:18][CH:17]=4)[NH:8][N:7]=1. The yield is 0.210. (6) The reactants are [C:1]([C:5]1[CH:6]=[C:7]([C:16]2[CH:17]=[C:18]([C:23]3[CH:28]=[CH:27][C:26]([C:29]([O:31][CH2:32][CH3:33])=[O:30])=[CH:25][CH:24]=3)[CH:19]=[CH:20][C:21]=2[OH:22])[CH:8]=[CH:9][C:10]=1[N:11]([CH2:14][CH3:15])[CH2:12][CH3:13])([CH3:4])([CH3:3])[CH3:2].CN(C1C=CC=CN=1)C.C(N(CC)CC)C.[S:50](O[S:50]([C:53]([F:56])([F:55])[F:54])(=[O:52])=[O:51])([C:53]([F:56])([F:55])[F:54])(=[O:52])=[O:51]. The catalyst is ClCCl.O. The product is [C:1]([C:5]1[CH:6]=[C:7]([C:16]2[CH:17]=[C:18]([C:23]3[CH:28]=[CH:27][C:26]([C:29]([O:31][CH2:32][CH3:33])=[O:30])=[CH:25][CH:24]=3)[CH:19]=[CH:20][C:21]=2[O:22][S:50]([C:53]([F:56])([F:55])[F:54])(=[O:52])=[O:51])[CH:8]=[CH:9][C:10]=1[N:11]([CH2:12][CH3:13])[CH2:14][CH3:15])([CH3:3])([CH3:4])[CH3:2]. The yield is 0.790. (7) The reactants are C(N(CC)CC)C.[CH3:8][S:9](Cl)(=[O:11])=[O:10].[Cl:13][C:14]1[CH:15]=[C:16]([C:20]2[O:24][N:23]=[C:22]([CH2:25][OH:26])[CH:21]=2)[CH:17]=[CH:18][CH:19]=1. The catalyst is ClCCl. The product is [Cl:13][C:14]1[CH:15]=[C:16]([C:20]2[O:24][N:23]=[C:22]([CH2:25][O:26][S:9]([CH3:8])(=[O:11])=[O:10])[CH:21]=2)[CH:17]=[CH:18][CH:19]=1. The yield is 1.00. (8) The reactants are [Br:1][C:2]1[S:6][C:5]([S:7]([NH2:10])(=[O:9])=[O:8])=[N:4][C:3]=1[CH2:11][CH:12]1[CH2:17][CH2:16][CH2:15][CH2:14][CH2:13]1.CCN(CC)CC.CCN(C(C)C)C(C)C.[CH:34]1[CH:39]=[CH:38][C:37]([CH2:40][O:41][C:42](Cl)=[O:43])=[CH:36][CH:35]=1. The catalyst is C1COCC1.O. The product is [Br:1][C:2]1[S:6][C:5]([S:7]([NH:10][C:42](=[O:43])[O:41][CH2:40][C:37]2[CH:38]=[CH:39][CH:34]=[CH:35][CH:36]=2)(=[O:9])=[O:8])=[N:4][C:3]=1[CH2:11][CH:12]1[CH2:13][CH2:14][CH2:15][CH2:16][CH2:17]1. The yield is 0.280. (9) The reactants are [Cl:1][C:2]1[CH:3]=[C:4]([CH:27]=[CH:28][C:29]=1[F:30])[NH:5][C:6]1[C:15]2[C:10](=[CH:11][C:12]([O:22][CH2:23][CH2:24][CH2:25]Cl)=[CH:13][C:14]=2[O:16][CH:17]2[CH2:21][CH2:20][O:19][CH2:18]2)[N:9]=[CH:8][N:7]=1.[CH3:31][NH:32][CH2:33][C:34]#[CH:35]. No catalyst specified. The product is [Cl:1][C:2]1[CH:3]=[C:4]([CH:27]=[CH:28][C:29]=1[F:30])[NH:5][C:6]1[C:15]2[C:10](=[CH:11][C:12]([O:22][CH2:23][CH2:24][CH2:25][N:32]([CH3:31])[CH2:33][C:34]#[CH:35])=[CH:13][C:14]=2[O:16][CH:17]2[CH2:21][CH2:20][O:19][CH2:18]2)[N:9]=[CH:8][N:7]=1. The yield is 0.530.